Regression. Given two drug SMILES strings and cell line genomic features, predict the synergy score measuring deviation from expected non-interaction effect. From a dataset of NCI-60 drug combinations with 297,098 pairs across 59 cell lines. (1) Drug 1: C1=CC(=C2C(=C1NCCNCCO)C(=O)C3=C(C=CC(=C3C2=O)O)O)NCCNCCO. Drug 2: C1=CN(C=N1)CC(O)(P(=O)(O)O)P(=O)(O)O. Cell line: PC-3. Synergy scores: CSS=16.7, Synergy_ZIP=-5.03, Synergy_Bliss=-6.24, Synergy_Loewe=-17.6, Synergy_HSA=-3.22. (2) Drug 1: CC1=C(C=C(C=C1)NC2=NC=CC(=N2)N(C)C3=CC4=NN(C(=C4C=C3)C)C)S(=O)(=O)N.Cl. Drug 2: C1CCN(CC1)CCOC2=CC=C(C=C2)C(=O)C3=C(SC4=C3C=CC(=C4)O)C5=CC=C(C=C5)O. Cell line: 786-0. Synergy scores: CSS=9.32, Synergy_ZIP=0.653, Synergy_Bliss=7.80, Synergy_Loewe=6.88, Synergy_HSA=7.24.